From a dataset of Reaction yield outcomes from USPTO patents with 853,638 reactions. Predict the reaction yield, written as a fraction of the theoretical maximum amount of product (1.0 means a 100% yield; for example, 0.34 means a 34% yield). (1) The reactants are [BH4-].[Na+].[N+:3]([C:6]1[CH:11]=[CH:10][C:9]([CH2:12][C:13](=[O:20])[CH2:14][C:15]([O:17][CH2:18][CH3:19])=[O:16])=[CH:8][CH:7]=1)([O-:5])=[O:4].Cl. The catalyst is C(OCC)(=O)C. The product is [N+:3]([C:6]1[CH:7]=[CH:8][C:9]([CH2:12][CH:13]([OH:20])[CH2:14][C:15]([O:17][CH2:18][CH3:19])=[O:16])=[CH:10][CH:11]=1)([O-:5])=[O:4]. The yield is 0.540. (2) The reactants are Cl.[C:2]1([C:8]2[O:9][C:10]3[CH2:15][CH2:14][NH:13][CH2:12][C:11]=3[N:16]=2)[CH:7]=[CH:6][CH:5]=[CH:4][CH:3]=1.Cl[C:18]1[C:23]([C:24]#[N:25])=[CH:22][CH:21]=[CH:20][N:19]=1.CCN(C(C)C)C(C)C. The catalyst is CN(C=O)C. The product is [C:2]1([C:8]2[O:9][C:10]3[CH2:15][CH2:14][N:13]([C:18]4[N:19]=[CH:20][CH:21]=[CH:22][C:23]=4[C:24]#[N:25])[CH2:12][C:11]=3[N:16]=2)[CH:3]=[CH:4][CH:5]=[CH:6][CH:7]=1. The yield is 0.240. (3) The catalyst is C1(C)C=CC=CC=1. The product is [Br:1][C:2]1[CH:9]=[CH:8][C:5]([CH:6]=[C:13]([N+:10]([O-:12])=[O:11])[CH3:14])=[CH:4][CH:3]=1. The yield is 0.470. The reactants are [Br:1][C:2]1[CH:9]=[CH:8][C:5]([CH:6]=O)=[CH:4][CH:3]=1.[N+:10]([CH2:13][CH3:14])([O-:12])=[O:11].C([O-])(=O)C.[NH4+].S(=O)(=O)(O)O.